Dataset: NCI-60 drug combinations with 297,098 pairs across 59 cell lines. Task: Regression. Given two drug SMILES strings and cell line genomic features, predict the synergy score measuring deviation from expected non-interaction effect. (1) Drug 1: C1=CN(C(=O)N=C1N)C2C(C(C(O2)CO)O)O.Cl. Drug 2: C1C(C(OC1N2C=NC3=C(N=C(N=C32)Cl)N)CO)O. Cell line: OVCAR-5. Synergy scores: CSS=45.2, Synergy_ZIP=-4.11, Synergy_Bliss=-2.52, Synergy_Loewe=-1.46, Synergy_HSA=4.42. (2) Drug 1: CC(C)(C#N)C1=CC(=CC(=C1)CN2C=NC=N2)C(C)(C)C#N. Drug 2: CN(C(=O)NC(C=O)C(C(C(CO)O)O)O)N=O. Cell line: A549. Synergy scores: CSS=-5.35, Synergy_ZIP=3.41, Synergy_Bliss=0.972, Synergy_Loewe=-3.89, Synergy_HSA=-3.89. (3) Drug 1: CC(CN1CC(=O)NC(=O)C1)N2CC(=O)NC(=O)C2. Drug 2: CCCCC(=O)OCC(=O)C1(CC(C2=C(C1)C(=C3C(=C2O)C(=O)C4=C(C3=O)C=CC=C4OC)O)OC5CC(C(C(O5)C)O)NC(=O)C(F)(F)F)O. Cell line: NCI-H460. Synergy scores: CSS=36.2, Synergy_ZIP=-0.555, Synergy_Bliss=-1.21, Synergy_Loewe=-0.677, Synergy_HSA=-0.609.